Task: Regression/Classification. Given a drug SMILES string, predict its absorption, distribution, metabolism, or excretion properties. Task type varies by dataset: regression for continuous measurements (e.g., permeability, clearance, half-life) or binary classification for categorical outcomes (e.g., BBB penetration, CYP inhibition). Dataset: cyp1a2_veith.. Dataset: CYP1A2 inhibition data for predicting drug metabolism from PubChem BioAssay The drug is COc1cc(/C=C(/NC(=O)c2ccccc2)C(=O)Nc2ccccc2)c([N+](=O)[O-])cc1OC. The result is 0 (non-inhibitor).